From a dataset of Forward reaction prediction with 1.9M reactions from USPTO patents (1976-2016). Predict the product of the given reaction. (1) Given the reactants [NH2:1][C@H:2]1[C:11]2[C:6](=[CH:7][CH:8]=[C:9]([S:12]([CH3:15])(=[O:14])=[O:13])[CH:10]=2)[N:5]([C:16](=[O:18])[CH3:17])[C@@H:4]([CH:19]2[CH2:21][CH2:20]2)[C@@H:3]1[CH3:22].C[N:24]([C:26]1[C:31]([C:32]2[C:37](P(C3CCCCC3)C3CCCCC3)=[CH:36]C=CC=2)=CC=C[CH:27]=1)C.BrC1C=CC=C(C)N=1.CC(C)([O-])C.[Na+], predict the reaction product. The product is: [CH:19]1([C@H:4]2[C@H:3]([CH3:22])[C@@H:2]([NH:1][C:36]3[CH:37]=[CH:32][CH:31]=[C:26]([CH3:27])[N:24]=3)[C:11]3[C:6](=[CH:7][CH:8]=[C:9]([S:12]([CH3:15])(=[O:14])=[O:13])[CH:10]=3)[N:5]2[C:16](=[O:18])[CH3:17])[CH2:21][CH2:20]1. (2) Given the reactants [CH3:1][N:2]([CH3:7])[CH2:3][CH2:4][CH2:5][OH:6].C(N(CC)CC)C.[CH3:15][S:16](Cl)(=[O:18])=[O:17], predict the reaction product. The product is: [CH3:1][N:2]([CH3:7])[CH2:3][CH2:4][CH2:5][O:6][S:16]([CH3:15])(=[O:18])=[O:17]. (3) The product is: [C:17]([C:21]1[CH:22]=[CH:23][C:24]([C:25]([NH:2][C@@H:3]([CH2:9][C:10]2[CH:11]=[CH:12][C:13]([OH:16])=[CH:14][CH:15]=2)[CH2:4][C:5]([O:7][CH3:8])=[O:6])=[O:26])=[CH:28][CH:29]=1)([CH3:20])([CH3:18])[CH3:19]. Given the reactants Cl.[NH2:2][C@@H:3]([CH2:9][C:10]1[CH:15]=[CH:14][C:13]([OH:16])=[CH:12][CH:11]=1)[CH2:4][C:5]([O:7][CH3:8])=[O:6].[C:17]([C:21]1[CH:29]=[CH:28][C:24]([C:25](O)=[O:26])=[CH:23][CH:22]=1)([CH3:20])([CH3:19])[CH3:18].CCN(C(C)C)C(C)C.CN(C(ON1N=NC2C=CC=NC1=2)=[N+](C)C)C.F[P-](F)(F)(F)(F)F.Cl, predict the reaction product. (4) Given the reactants [NH2:1][C:2]1[CH:7]=[C:6]([CH2:8][N:9]2[C:13]([CH3:15])([CH3:14])[C:12](=[O:16])[N:11]([C:17]3[CH:22]=[CH:21][C:20]([S:23][C:24]([F:27])([F:26])[F:25])=[CH:19][CH:18]=3)[C:10]2=[O:28])[CH:5]=[CH:4][N:3]=1.Br[C:30]1[CH:31]=[CH:32][C:33]([CH2:36][N:37]2[CH2:41][CH2:40][CH2:39][CH2:38]2)=[N:34][CH:35]=1.CC1(C)C2C=CC=C(P(C3C=CC=CC=3)C3C=CC=CC=3)C=2OC2C1=CC=CC=2P(C1C=CC=CC=1)C1C=CC=CC=1.C(=O)([O-])[O-].[Cs+].[Cs+], predict the reaction product. The product is: [CH3:14][C:13]1([CH3:15])[N:9]([CH2:8][C:6]2[CH:5]=[CH:4][N:3]=[C:2]([NH:1][C:30]3[CH:35]=[N:34][C:33]([CH2:36][N:37]4[CH2:38][CH2:39][CH2:40][CH2:41]4)=[CH:32][CH:31]=3)[CH:7]=2)[C:10](=[O:28])[N:11]([C:17]2[CH:22]=[CH:21][C:20]([S:23][C:24]([F:27])([F:26])[F:25])=[CH:19][CH:18]=2)[C:12]1=[O:16]. (5) Given the reactants [CH3:1][O:2][CH:3]([C:7]1[CH:12]=[CH:11][CH:10]=[C:9]([N+:13]([O-:15])=[O:14])[CH:8]=1)[C:4]([OH:6])=O.[NH2:16][CH2:17][C:18]1[CH:25]=[CH:24][C:21]([C:22]#[N:23])=[CH:20][CH:19]=1, predict the reaction product. The product is: [C:17]([C:18]1[CH:25]=[CH:24][C:21]([CH2:22][NH:23][C:4](=[O:6])[CH:3]([O:2][CH3:1])[C:7]2[CH:12]=[CH:11][CH:10]=[C:9]([N+:13]([O-:15])=[O:14])[CH:8]=2)=[CH:20][CH:19]=1)#[N:16]. (6) Given the reactants C([O:4][CH2:5][CH2:6][CH:7]([NH:19][C:20]([N:22]1[CH2:27][C:26](=[O:28])[NH:25][C:24]2[CH:29]=[CH:30][CH:31]=[N:32][C:23]1=2)=[O:21])[C:8]1[CH:13]=[CH:12][C:11]([O:14][C:15]([F:18])([F:17])[F:16])=[CH:10][CH:9]=1)(=O)C.C(=O)([O-])[O-].[K+].[K+], predict the reaction product. The product is: [OH:4][CH2:5][CH2:6][CH:7]([NH:19][C:20]([N:22]1[CH2:27][C:26](=[O:28])[NH:25][C:24]2[CH:29]=[CH:30][CH:31]=[N:32][C:23]1=2)=[O:21])[C:8]1[CH:9]=[CH:10][C:11]([O:14][C:15]([F:18])([F:16])[F:17])=[CH:12][CH:13]=1.